This data is from Peptide-MHC class I binding affinity with 185,985 pairs from IEDB/IMGT. The task is: Regression. Given a peptide amino acid sequence and an MHC pseudo amino acid sequence, predict their binding affinity value. This is MHC class I binding data. The peptide sequence is GHGTVVLEL. The MHC is HLA-A69:01 with pseudo-sequence HLA-A69:01. The binding affinity (normalized) is 0.0847.